This data is from Full USPTO retrosynthesis dataset with 1.9M reactions from patents (1976-2016). The task is: Predict the reactants needed to synthesize the given product. (1) Given the product [OH:8][C:9]1[C:18]([CH:19]([CH3:21])[CH3:20])=[CH:17][C:12]([C:13]([O:15][CH3:16])=[O:14])=[C:11]([O:22][CH2:23][O:24][CH3:25])[CH:10]=1, predict the reactants needed to synthesize it. The reactants are: C([O:8][C:9]1[C:18]([CH:19]([CH3:21])[CH3:20])=[CH:17][C:12]([C:13]([O:15][CH3:16])=[O:14])=[C:11]([O:22][CH2:23][O:24][CH3:25])[CH:10]=1)C1C=CC=CC=1. (2) Given the product [ClH:17].[Cl:17][C:9]1[C:8]([NH2:18])=[C:7]([NH2:6])[C:16]2[C:11](=[CH:12][CH:13]=[CH:14][CH:15]=2)[N:10]=1, predict the reactants needed to synthesize it. The reactants are: Cl.C([NH:6][C:7]1[C:16]2[C:11](=[CH:12][CH:13]=[CH:14][CH:15]=2)[N:10]=[C:9]([Cl:17])[C:8]=1[NH2:18])(C)(C)C. (3) Given the product [CH3:12][S:11][C:4]1[N:3]=[C:2]([O:26][C:23]2[CH:22]=[CH:21][C:20]([O:13][C:14]3[CH:19]=[CH:18][CH:17]=[CH:16][CH:15]=3)=[CH:25][CH:24]=2)[C:7]([C:8]([NH2:10])=[O:9])=[CH:6][N:5]=1, predict the reactants needed to synthesize it. The reactants are: Cl[C:2]1[C:7]([C:8]([NH2:10])=[O:9])=[CH:6][N:5]=[C:4]([S:11][CH3:12])[N:3]=1.[O:13]([C:20]1[CH:25]=[CH:24][C:23]([OH:26])=[CH:22][CH:21]=1)[C:14]1[CH:19]=[CH:18][CH:17]=[CH:16][CH:15]=1.C([O-])([O-])=O.[Cs+].[Cs+]. (4) Given the product [NH2:1][C:4]1[CH:14]=[N:13][CH:12]=[C:11]([F:15])[C:5]=1[CH2:6][OH:7], predict the reactants needed to synthesize it. The reactants are: [N:1]([C:4]1[CH:14]=[N:13][CH:12]=[C:11]([F:15])[C:5]=1[C:6](OCC)=[O:7])=[N+]=[N-]. (5) Given the product [CH2:10]([NH:12][C:13]([NH:15][C:16]1[N:1]=[C:2]2[CH:7]=[C:6]([C:20]3[CH:19]=[N:18][CH:23]=[CH:22][CH:21]=3)[CH:5]=[CH:4][N:3]2[CH:17]=1)=[O:14])[CH3:9], predict the reactants needed to synthesize it. The reactants are: [NH2:1][C:2]1[CH:7]=[CH:6][CH:5]=[CH:4][N:3]=1.Cl[CH2:9][C:10]([NH:12][C:13]([NH:15][CH2:16][CH3:17])=[O:14])=O.[N:18]1[C:23](C)=[CH:22][CH:21]=[CH:20][C:19]=1C. (6) Given the product [Br:11][C:9]1[CH:8]=[C:7]2[C:3]([CH:4]=[CH:5][NH:6]2)=[C:2]([N:1]2[C:15](=[O:16])[C:14]3=[CH:18][CH:19]=[CH:20][CH:21]=[C:13]3[C:12]2=[O:17])[CH:10]=1, predict the reactants needed to synthesize it. The reactants are: [NH2:1][C:2]1[CH:10]=[C:9]([Br:11])[CH:8]=[C:7]2[C:3]=1[CH:4]=[CH:5][NH:6]2.[C:12]1(=O)[O:17][C:15](=[O:16])[C:14]2=[CH:18][CH:19]=[CH:20][CH:21]=[C:13]12.C(=O)(O)[O-].[Na+]. (7) Given the product [N:19]1([C:16]2[O:17][C:18]3[C:13]([C:14](=[O:25])[CH:15]=2)=[CH:12][CH:11]=[CH:10][C:9]=3[O:8][S:33]([C:36]([F:39])([F:38])[F:37])(=[O:35])=[O:34])[CH2:20][CH2:21][O:22][CH2:23][CH2:24]1, predict the reactants needed to synthesize it. The reactants are: C(N(CC)CC)C.[OH:8][C:9]1[CH:10]=[CH:11][CH:12]=[C:13]2[C:18]=1[O:17][C:16]([N:19]1[CH2:24][CH2:23][O:22][CH2:21][CH2:20]1)=[CH:15][C:14]2=[O:25].C1(N([S:33]([C:36]([F:39])([F:38])[F:37])(=[O:35])=[O:34])[S:33]([C:36]([F:39])([F:38])[F:37])(=[O:35])=[O:34])C=CC=CC=1.O. (8) Given the product [C:33]([NH:35][C:36]([NH:20][C:19]1[CH:21]=[CH:22][C:16]([O:15][C:6]2[C:5]3[C:10](=[CH:11][C:12]([O:13][CH3:14])=[C:3]([O:2][CH3:1])[CH:4]=3)[N:9]=[CH:8][CH:7]=2)=[CH:17][C:18]=1[F:23])=[S:37])(=[O:34])[C:27]1[CH:32]=[CH:31][CH:30]=[CH:29][CH:28]=1, predict the reactants needed to synthesize it. The reactants are: [CH3:1][O:2][C:3]1[CH:4]=[C:5]2[C:10](=[CH:11][C:12]=1[O:13][CH3:14])[N:9]=[CH:8][CH:7]=[C:6]2[O:15][C:16]1[CH:22]=[CH:21][C:19]([NH2:20])=[C:18]([F:23])[CH:17]=1.C(O)C.[C:27]1([C:33]([N:35]=[C:36]=[S:37])=[O:34])[CH:32]=[CH:31][CH:30]=[CH:29][CH:28]=1. (9) Given the product [C:9]([O:8][C:6]([NH:5][C@H:4]([C:3]([O:2][CH3:1])=[O:21])[CH2:13][C:14]1[CH:19]=[CH:18][C:17]([O:20][S:32]([C:31]([F:44])([F:43])[F:30])(=[O:34])=[O:33])=[CH:16][CH:15]=1)=[O:7])([CH3:12])([CH3:10])[CH3:11], predict the reactants needed to synthesize it. The reactants are: [CH3:1][O:2][C:3](=[O:21])[C@H:4]([CH2:13][C:14]1[CH:19]=[CH:18][C:17]([OH:20])=[CH:16][CH:15]=1)[NH:5][C:6]([O:8][C:9]([CH3:12])([CH3:11])[CH3:10])=[O:7].N1C(C)=CC=CC=1C.[F:30][C:31]([F:44])([F:43])[S:32](O[S:32]([C:31]([F:44])([F:43])[F:30])(=[O:34])=[O:33])(=[O:34])=[O:33]. (10) Given the product [CH2:7]([O:6][C:1](=[O:5])[C:2]([CH3:4])([CH3:3])[CH2:20][C:21]1[CH:26]=[CH:25][C:24]([F:27])=[CH:23][CH:22]=1)[CH3:8], predict the reactants needed to synthesize it. The reactants are: [C:1]([O:6][CH2:7][CH3:8])(=[O:5])[CH:2]([CH3:4])[CH3:3].C[Si]([N-][Si](C)(C)C)(C)C.[Li+].Br[CH2:20][C:21]1[CH:26]=[CH:25][C:24]([F:27])=[CH:23][CH:22]=1.